Dataset: NCI-60 drug combinations with 297,098 pairs across 59 cell lines. Task: Regression. Given two drug SMILES strings and cell line genomic features, predict the synergy score measuring deviation from expected non-interaction effect. Drug 1: CC(C)CN1C=NC2=C1C3=CC=CC=C3N=C2N. Drug 2: CC1C(C(CC(O1)OC2CC(CC3=C2C(=C4C(=C3O)C(=O)C5=C(C4=O)C(=CC=C5)OC)O)(C(=O)CO)O)N)O.Cl. Cell line: SK-MEL-2. Synergy scores: CSS=54.2, Synergy_ZIP=7.38, Synergy_Bliss=9.38, Synergy_Loewe=-2.99, Synergy_HSA=0.475.